From a dataset of Experimentally validated miRNA-target interactions with 360,000+ pairs, plus equal number of negative samples. Binary Classification. Given a miRNA mature sequence and a target amino acid sequence, predict their likelihood of interaction. The miRNA is hsa-miR-320b with sequence AAAAGCUGGGUUGAGAGGGCAA. The protein sequence of the target gene is MSGRSVRAETRSRAKDDIKKVMAAIEKVRKWEKKWVTVGDTSLRIFKWVPVTDSKEKEKSKSNSSAAREPNGFPSDASANSSLLLEFQDENSNQSSVSDVYQLKVDSSTNSSPSPQQSESLSPAHTSDFRTDDSQPPTLGQEILEEPSLPSSEVADEPPTLTKEEPVPLETQVVEEEEDSGAPPLKRFCVDQPTVPQTASES. Result: 1 (interaction).